This data is from Peptide-MHC class II binding affinity with 134,281 pairs from IEDB. The task is: Regression. Given a peptide amino acid sequence and an MHC pseudo amino acid sequence, predict their binding affinity value. This is MHC class II binding data. The peptide sequence is DLGRNEVVNDVSTFS. The MHC is HLA-DQA10401-DQB10402 with pseudo-sequence HLA-DQA10401-DQB10402. The binding affinity (normalized) is 0.169.